Dataset: Full USPTO retrosynthesis dataset with 1.9M reactions from patents (1976-2016). Task: Predict the reactants needed to synthesize the given product. (1) Given the product [CH3:22][N:14]1[C:15]2[N:16]=[CH:17][N:18]=[C:19]([NH2:21])[C:20]=2[C:12]([C:8]2[CH:7]=[C:6]3[C:11](=[CH:10][CH:9]=2)[N:3]([C:38](=[O:39])[CH2:37][C:35]2[CH:34]=[CH:33][CH:32]=[C:31]([CH3:30])[N:36]=2)[CH2:4][CH2:5]3)=[CH:13]1, predict the reactants needed to synthesize it. The reactants are: Cl.Cl.[NH:3]1[C:11]2[C:6](=[CH:7][C:8]([C:12]3[C:20]4[C:19]([NH2:21])=[N:18][CH:17]=[N:16][C:15]=4[N:14]([CH3:22])[CH:13]=3)=[CH:9][CH:10]=2)[CH2:5][CH2:4]1.OC(C(F)(F)F)=O.[CH3:30][C:31]1[N:36]=[C:35]([CH2:37][C:38](O)=[O:39])[CH:34]=[CH:33][CH:32]=1.CN(C(ON1N=NC2C=CC=NC1=2)=[N+](C)C)C.F[P-](F)(F)(F)(F)F.CCN(C(C)C)C(C)C. (2) Given the product [CH3:1][O:2][C:3]1[CH:8]=[CH:7][C:6]([CH2:9][CH2:10][O:11][CH3:18])=[C:5]([N+:12]([O-:14])=[O:13])[CH:4]=1, predict the reactants needed to synthesize it. The reactants are: [CH3:1][O:2][C:3]1[CH:8]=[CH:7][C:6]([CH2:9][CH2:10][OH:11])=[C:5]([N+:12]([O-:14])=[O:13])[CH:4]=1.[H-].[Na+].I[CH3:18].